Dataset: Forward reaction prediction with 1.9M reactions from USPTO patents (1976-2016). Task: Predict the product of the given reaction. (1) Given the reactants C[O:2][C:3]1[C:8](=[O:9])[NH:7][C:6]([C:10]2[CH:17]=[CH:16][C:13]([C:14]#[N:15])=[CH:12][CH:11]=2)=[N:5][CH:4]=1.C(Cl)Cl.B(Br)(Br)Br, predict the reaction product. The product is: [OH:2][C:3]1[C:8](=[O:9])[NH:7][C:6]([C:10]2[CH:11]=[CH:12][C:13]([C:14]#[N:15])=[CH:16][CH:17]=2)=[N:5][CH:4]=1. (2) Given the reactants C(O[C:5]1[C:14]2[C:9](=[CH:10][CH:11]=[CH:12][CH:13]=2)[CH:8]=[CH:7][N:6]=1)(C)C.P(Cl)(Cl)([Cl:17])=O, predict the reaction product. The product is: [Cl:17][C:5]1[C:14]2[C:9](=[CH:10][CH:11]=[CH:12][CH:13]=2)[CH:8]=[CH:7][N:6]=1. (3) The product is: [CH2:12]([O:11][C:9]1[CH:8]=[CH:7][CH:6]=[C:5]2[C:10]=1[N:2]([CH3:1])[CH:3]=[CH:4]2)[C:13]1[CH:18]=[CH:17][CH:16]=[CH:15][CH:14]=1. Given the reactants [CH3:1][N:2]1[C:10]2[C:5](=[CH:6][CH:7]=[CH:8][C:9]=2[OH:11])[CH:4]=[CH:3]1.[CH2:12](OC1C=CC=C2C=1NC=C2)[C:13]1[CH:18]=[CH:17][CH:16]=[CH:15][CH:14]=1.C(OC)(=O)C(OC)=O.CC(C)([O-])C.[K+].C([O-])(O)=O.[Na+], predict the reaction product.